From a dataset of Full USPTO retrosynthesis dataset with 1.9M reactions from patents (1976-2016). Predict the reactants needed to synthesize the given product. (1) Given the product [C:1]([O:5][C:6]([N:7]([CH:9]1[CH2:14][CH2:13][N:12]([S:15]([C:18]2[CH:23]=[CH:22][C:21]([NH:24][C:25]3[N:30]=[C:29]([C:37]4[CH:38]=[CH:39][C:34]([F:33])=[CH:35][CH:36]=4)[CH:28]=[CH:27][N:26]=3)=[CH:20][CH:19]=2)(=[O:17])=[O:16])[CH2:11][CH2:10]1)[CH3:8])([OH:32])[CH3:43])([CH3:4])([CH3:3])[CH3:2], predict the reactants needed to synthesize it. The reactants are: [C:1]([O:5][C:6](=[O:32])[N:7]([CH:9]1[CH2:14][CH2:13][N:12]([S:15]([C:18]2[CH:23]=[CH:22][C:21]([NH:24][C:25]3[N:30]=[C:29](Cl)[CH:28]=[CH:27][N:26]=3)=[CH:20][CH:19]=2)(=[O:17])=[O:16])[CH2:11][CH2:10]1)[CH3:8])([CH3:4])([CH3:3])[CH3:2].[F:33][C:34]1[CH:39]=[CH:38][C:37](B(O)O)=[CH:36][CH:35]=1.[C:43]([O-])([O-])=O.[Na+].[Na+].C(Cl)Cl.CO. (2) Given the product [NH2:1][C:2]1[CH:7]=[C:6]([Cl:8])[CH:5]=[CH:4][C:3]=1[S:9][CH2:14][CH2:13][C:12]([N:11]([CH3:16])[CH3:10])=[O:15], predict the reactants needed to synthesize it. The reactants are: [NH2:1][C:2]1[CH:7]=[C:6]([Cl:8])[CH:5]=[CH:4][C:3]=1[SH:9].[CH3:10][N:11]([CH3:16])[C:12](=[O:15])[CH:13]=[CH2:14].CC(O)=O. (3) Given the product [Cl:15][C:14]1[C:13]2[C:8](=[CH:9][CH:10]=[C:11]([NH:16][C:17]([C:19]3[C:20]([C:25]4[CH:30]=[CH:29][C:28]([C:31]([F:32])([F:33])[F:34])=[CH:27][CH:26]=4)=[CH:21][CH:22]=[CH:23][CH:24]=3)=[O:18])[CH:12]=2)[N:7]([CH3:35])[C:6]=1[C:4]([OH:5])=[O:3], predict the reactants needed to synthesize it. The reactants are: C([O:3][C:4]([C:6]1[N:7]([CH3:35])[C:8]2[C:13]([C:14]=1[Cl:15])=[CH:12][C:11]([NH:16][C:17]([C:19]1[C:20]([C:25]3[CH:30]=[CH:29][C:28]([C:31]([F:34])([F:33])[F:32])=[CH:27][CH:26]=3)=[CH:21][CH:22]=[CH:23][CH:24]=1)=[O:18])=[CH:10][CH:9]=2)=[O:5])C.[Li+].[OH-].Cl. (4) Given the product [F:1][C:2]([F:7])([F:6])[C:3]([OH:5])=[O:4].[F:8][C:9]([F:14])([F:13])[C:10]([OH:12])=[O:11].[Cl:22][C:23]1[CH:24]=[N:25][C:26]2[NH:27][C:28]3[CH:29]=[N:30][CH:31]=[C:32]([CH:54]=3)[CH2:33][CH2:34][C:35]3[CH:43]=[C:39]([NH:40][C:41]=1[N:42]=2)[CH:38]=[CH:37][C:36]=3[NH:44][C:45](=[O:53])[CH2:46][CH:47]1[CH2:52][CH2:51][N:50]([C:57]([NH:56][CH3:55])=[O:58])[CH2:49][CH2:48]1, predict the reactants needed to synthesize it. The reactants are: [F:1][C:2]([F:7])([F:6])[C:3]([OH:5])=[O:4].[F:8][C:9]([F:14])([F:13])[C:10]([OH:12])=[O:11].FC(F)(F)C(O)=O.[Cl:22][C:23]1[CH:24]=[N:25][C:26]2[NH:27][C:28]3[CH:29]=[N:30][CH:31]=[C:32]([CH:54]=3)[CH2:33][CH2:34][C:35]3[CH:43]=[C:39]([NH:40][C:41]=1[N:42]=2)[CH:38]=[CH:37][C:36]=3[NH:44][C:45](=[O:53])[CH2:46][CH:47]1[CH2:52][CH2:51][NH:50][CH2:49][CH2:48]1.[CH3:55][N:56]=[C:57]=[O:58]. (5) Given the product [CH:1]1([CH2:4][N:5]2[CH:9]=[CH:8][C:7]([CH2:10][NH2:11])=[N:6]2)[CH2:2][CH2:3]1, predict the reactants needed to synthesize it. The reactants are: [CH:1]1([CH2:4][N:5]2[CH:9]=[CH:8][C:7]([CH2:10][N:11]3C(=O)C4C(=CC=CC=4)C3=O)=[N:6]2)[CH2:3][CH2:2]1.O.NN. (6) Given the product [CH2:15]([S:14][C:10]([O:11][CH2:12][O:7][C:6]([CH:1]1[CH2:5][CH2:4][CH2:3][CH2:2]1)=[O:8])=[O:17])[CH3:16], predict the reactants needed to synthesize it. The reactants are: [CH:1]1([C:6]([OH:8])=[O:7])[CH2:5][CH2:4][CH2:3][CH2:2]1.O.[C:10](=[O:17])([S:14][CH2:15][CH3:16])[O:11][CH2:12]I. (7) Given the product [ClH:34].[ClH:34].[N:11]1([CH2:15][C:16]2[C:24]3[O:23][CH:22]=[CH:21][C:20]=3[CH:19]=[C:18]([NH:25][S:31]([C:27]3[S:26][CH:30]=[CH:29][CH:28]=3)(=[O:33])=[O:32])[CH:17]=2)[CH2:12][CH2:13][CH2:14][NH:8][CH2:9][CH2:10]1, predict the reactants needed to synthesize it. The reactants are: C(OC([N:8]1[CH2:14][CH2:13][CH2:12][N:11]([CH2:15][C:16]2[C:24]3[O:23][CH:22]=[CH:21][C:20]=3[CH:19]=[C:18]([NH2:25])[CH:17]=2)[CH2:10][CH2:9]1)=O)(C)(C)C.[S:26]1[CH:30]=[CH:29][CH:28]=[C:27]1[S:31]([Cl:34])(=[O:33])=[O:32].